This data is from Full USPTO retrosynthesis dataset with 1.9M reactions from patents (1976-2016). The task is: Predict the reactants needed to synthesize the given product. (1) Given the product [Br:31][C:32]1[CH:33]=[CH:34][C:35]([O:40][CH3:41])=[C:36]([CH:39]=1)[CH:37]=[C:7]1[CH2:11][CH2:10][CH2:9][CH2:8]1, predict the reactants needed to synthesize it. The reactants are: [Li]CCCC.[Br-].[CH:7]1([P+](C2C=CC=CC=2)(C2C=CC=CC=2)C2C=CC=CC=2)[CH2:11][CH2:10][CH2:9][CH2:8]1.[Br:31][C:32]1[CH:33]=[CH:34][C:35]([O:40][CH3:41])=[C:36]([CH:39]=1)[CH:37]=O. (2) Given the product [S:1]([O-:5])([OH:4])(=[O:3])=[O:2].[Cs+:6].[NH:7]1[CH:11]=[CH:10][N:9]=[N:8]1, predict the reactants needed to synthesize it. The reactants are: [S:1]([O-:5])([OH:4])(=[O:3])=[O:2].[Cs+:6].[NH:7]1[CH:11]=[CH:10][N:9]=[N:8]1. (3) Given the product [Cl:1][C:2]1[CH:7]=[C:6]([C:8]([NH:11][C:12]2[CH:13]=[C:14]([NH:19][C:20]([C:22]3[CH:27]=[CH:26][N:25]=[C:24]([N:28]4[CH2:29][CH2:30][O:31][CH2:32][CH2:33]4)[CH:23]=3)=[O:21])[CH:15]=[CH:16][C:17]=2[Cl:18])=[O:9])[CH:5]=[CH:4][N:3]=1, predict the reactants needed to synthesize it. The reactants are: [Cl:1][C:2]1[CH:7]=[C:6]([C:8](Cl)=[O:9])[CH:5]=[CH:4][N:3]=1.[NH2:11][C:12]1[CH:13]=[C:14]([NH:19][C:20]([C:22]2[CH:27]=[CH:26][N:25]=[C:24]([N:28]3[CH2:33][CH2:32][O:31][CH2:30][CH2:29]3)[CH:23]=2)=[O:21])[CH:15]=[CH:16][C:17]=1[Cl:18]. (4) Given the product [C:1]([C:5]1[C:6]([OH:16])=[C:7]([C:11]([CH3:15])=[C:12]([F:14])[CH:13]=1)[C:8]([NH:20][C:19]1[CH:21]=[CH:22][C:23]([S:25]([C:28]([F:31])([F:29])[F:30])(=[O:27])=[O:26])=[CH:24][C:18]=1[CH3:17])=[O:10])([CH3:2])([CH3:3])[CH3:4], predict the reactants needed to synthesize it. The reactants are: [C:1]([C:5]1[C:6]([OH:16])=[C:7]([C:11]([CH3:15])=[C:12]([F:14])[CH:13]=1)[C:8]([OH:10])=O)([CH3:4])([CH3:3])[CH3:2].[CH3:17][C:18]1[CH:24]=[C:23]([S:25]([C:28]([F:31])([F:30])[F:29])(=[O:27])=[O:26])[CH:22]=[CH:21][C:19]=1[NH2:20]. (5) Given the product [C:3]([C@@H:2]([O-:1])[C@@H:6]([C:7]([OH:9])=[O:8])[O-:10])([OH:5])=[O:4].[F:11][C:12]1[CH:17]=[CH:16][C:15]([NH:18][C@@H:19]([C:31]2[CH:32]=[CH:33][CH:34]=[CH:35][CH:36]=2)[C:20]([O:22][C@@H:23]2[CH:28]3[CH2:29][CH2:30][N:25]([CH2:26][CH2:27]3)[CH2:24]2)=[O:21])=[CH:14][CH:13]=1, predict the reactants needed to synthesize it. The reactants are: [OH:1][C@@H:2]([C@H:6]([OH:10])[C:7]([OH:9])=[O:8])[C:3]([OH:5])=[O:4].[F:11][C:12]1[CH:17]=[CH:16][C:15]([NH:18][CH:19]([C:31]2[CH:36]=[CH:35][CH:34]=[CH:33][CH:32]=2)[C:20]([O:22][C@@H:23]2[CH:28]3[CH2:29][CH2:30][N:25]([CH2:26][CH2:27]3)[CH2:24]2)=[O:21])=[CH:14][CH:13]=1. (6) Given the product [Cl:1][C:2]1[CH:3]=[C:4]([N:10]([CH2:17][C:18]([F:21])([F:20])[F:19])[CH:11]([CH2:15][CH3:16])[C:12]([NH:24][CH2:22][CH3:23])=[O:14])[CH:5]=[CH:6][C:7]=1[C:8]#[N:9], predict the reactants needed to synthesize it. The reactants are: [Cl:1][C:2]1[CH:3]=[C:4]([N:10]([CH2:17][C:18]([F:21])([F:20])[F:19])[CH:11]([CH2:15][CH3:16])[C:12]([OH:14])=O)[CH:5]=[CH:6][C:7]=1[C:8]#[N:9].[CH2:22]([NH2:24])[CH3:23]. (7) Given the product [Cl:1][C:2]1[CH:10]=[C:9]2[C:5]([CH:6]=[C:7]([C:11]3[N:15]4[N:16]=[C:17]([CH3:25])[CH:18]=[C:19]([CH:20]([CH2:21][CH3:22])[CH2:23][CH3:24])[C:14]4=[N:13][C:12]=3[CH3:26])[N:8]2[CH3:27])=[CH:4][CH:3]=1, predict the reactants needed to synthesize it. The reactants are: [Cl:1][C:2]1[CH:10]=[C:9]2[C:5]([CH:6]=[C:7]([C:11]3[N:15]4[N:16]=[C:17]([CH3:25])[CH:18]=[C:19]([CH:20]([CH2:23][CH3:24])[CH2:21][CH3:22])[C:14]4=[N:13][C:12]=3[CH3:26])[NH:8]2)=[CH:4][CH:3]=1.[CH3:27]N(C=O)C.[H-].[Na+].CI. (8) Given the product [CH3:7][O:8][C:9](=[O:22])[CH2:10][O:11][C:12]1[CH:17]=[CH:16][C:15]([N+:18]([O-:20])=[O:19])=[CH:14][C:13]=1[C:23]1[CH:28]=[CH:27][CH:26]=[CH:25][CH:24]=1, predict the reactants needed to synthesize it. The reactants are: C([O-])([O-])=O.[Na+].[Na+].[CH3:7][O:8][C:9](=[O:22])[CH2:10][O:11][C:12]1[CH:17]=[CH:16][C:15]([N+:18]([O-:20])=[O:19])=[CH:14][C:13]=1Br.[C:23]1(B(O)O)[CH:28]=[CH:27][CH:26]=[CH:25][CH:24]=1.Cl.[Na+].[Cl-]. (9) The reactants are: [CH:1]1([NH:6][C:7]2[N:12]=[C:11]([C:13]3[C:14]([CH:22]([C:24]4[CH:29]=[CH:28][CH:27]=[CH:26][CH:25]=4)[OH:23])=[N:15][N:16]4[CH:21]=[CH:20][CH:19]=[CH:18][C:17]=34)[CH:10]=[CH:9][N:8]=2)[CH2:5][CH2:4][CH2:3][CH2:2]1. Given the product [CH:1]1([NH:6][C:7]2[N:12]=[C:11]([C:13]3[C:14]([C:22]([C:24]4[CH:25]=[CH:26][CH:27]=[CH:28][CH:29]=4)=[O:23])=[N:15][N:16]4[CH:21]=[CH:20][CH:19]=[CH:18][C:17]=34)[CH:10]=[CH:9][N:8]=2)[CH2:2][CH2:3][CH2:4][CH2:5]1, predict the reactants needed to synthesize it.